From a dataset of Full USPTO retrosynthesis dataset with 1.9M reactions from patents (1976-2016). Predict the reactants needed to synthesize the given product. (1) Given the product [Cl:1][C:2]1[CH:3]=[C:4]([CH:15]=[CH:16][C:17]=1[F:18])[CH2:5][N:6]1[CH2:11][CH2:10][C:9]([CH2:12][O:13][S:29]([CH3:28])(=[O:31])=[O:30])=[CH:8][C:7]1=[O:14], predict the reactants needed to synthesize it. The reactants are: [Cl:1][C:2]1[CH:3]=[C:4]([CH:15]=[CH:16][C:17]=1[F:18])[CH2:5][N:6]1[CH2:11][CH2:10][C:9]([CH2:12][OH:13])=[CH:8][C:7]1=[O:14].CCN(C(C)C)C(C)C.[CH3:28][S:29](Cl)(=[O:31])=[O:30]. (2) The reactants are: C(O)(C(F)(F)F)=O.C(OC(=O)[NH:14][CH2:15][CH2:16][C:17]1[O:18][C:19]([CH3:22])=[N:20][N:21]=1)(C)(C)C. Given the product [CH3:22][C:19]1[O:18][C:17]([CH2:16][CH2:15][NH2:14])=[N:21][N:20]=1, predict the reactants needed to synthesize it. (3) Given the product [CH2:7]([N:6]1[C:2]([O:26][C:23]2[CH:24]=[CH:25][C:20]([O:19][CH3:18])=[CH:21][CH:22]=2)=[C:3]([C:10]([C:12]2[CH:17]=[CH:16][CH:15]=[CH:14][CH:13]=2)=[O:11])[C:4]([CH3:9])=[N:5]1)[CH3:8], predict the reactants needed to synthesize it. The reactants are: Cl[C:2]1[N:6]([CH2:7][CH3:8])[N:5]=[C:4]([CH3:9])[C:3]=1[C:10]([C:12]1[CH:17]=[CH:16][CH:15]=[CH:14][CH:13]=1)=[O:11].[CH3:18][O:19][C:20]1[CH:25]=[CH:24][C:23]([OH:26])=[CH:22][CH:21]=1.[H-].[Na+].O. (4) Given the product [C:3]([C:5]1[CH:6]=[C:7]([C:15]2[O:19][N:18]=[C:17]([C:20]3[C:21]([C:33]([F:34])([F:35])[F:36])=[C:22]([CH2:26][CH2:27][C:28]([OH:30])=[O:29])[CH:23]=[CH:24][CH:25]=3)[N:16]=2)[CH:8]=[CH:9][C:10]=1[O:11][CH:12]([CH3:13])[CH3:14])#[N:4], predict the reactants needed to synthesize it. The reactants are: [OH-].[Na+].[C:3]([C:5]1[CH:6]=[C:7]([C:15]2[O:19][N:18]=[C:17]([C:20]3[C:21]([C:33]([F:36])([F:35])[F:34])=[C:22]([CH2:26][CH2:27][C:28]([O:30]CC)=[O:29])[CH:23]=[CH:24][CH:25]=3)[N:16]=2)[CH:8]=[CH:9][C:10]=1[O:11][CH:12]([CH3:14])[CH3:13])#[N:4].Cl.